This data is from Reaction yield outcomes from USPTO patents with 853,638 reactions. The task is: Predict the reaction yield, written as a fraction of the theoretical maximum amount of product (1.0 means a 100% yield; for example, 0.34 means a 34% yield). (1) The reactants are [Br:1][C:2]1[C:3](F)=[CH:4][CH:5]=[C:6]2[C:11]=1[N:10]([CH3:12])[C:9](=[O:13])[CH:8]=[CH:7]2.[CH3:15][O-:16].[Na+]. The catalyst is CO. The product is [Br:1][C:2]1[C:3]([O:16][CH3:15])=[CH:4][CH:5]=[C:6]2[C:11]=1[N:10]([CH3:12])[C:9](=[O:13])[CH:8]=[CH:7]2. The yield is 0.510. (2) The reactants are [ClH:1].[C:2]([CH2:5][N:6]1[CH:10]=[CH:9][N:8]=[C:7]1/[CH:11]=[C:12]1\[CH2:13][N:14]([CH:19]([C:25]2[CH:30]=[CH:29][CH:28]=[CH:27][C:26]=2[F:31])[C:20]([CH:22]2[CH2:24][CH2:23]2)=[O:21])[CH2:15][CH2:16][CH:17]\1[SH:18])([OH:4])=[O:3].C(N(CC)CC)C.[C:39](OC(=O)C)(=[O:41])[CH3:40]. The catalyst is ClCCl. The product is [ClH:1].[C:39]([S:18][CH:17]1[CH2:16][CH2:15][N:14]([CH:19]([C:25]2[CH:30]=[CH:29][CH:28]=[CH:27][C:26]=2[F:31])[C:20]([CH:22]2[CH2:23][CH2:24]2)=[O:21])[CH2:13]/[C:12]/1=[CH:11]\[C:7]1[N:6]([CH2:5][C:2]([OH:4])=[O:3])[CH:10]=[CH:9][N:8]=1)(=[O:41])[CH3:40]. The yield is 0.710. (3) The reactants are [CH3:1][C:2]1([CH3:11])[CH2:7][CH:6]([OH:8])[CH2:5][C:4]([CH3:10])([CH3:9])[NH:3]1.[CH2:12]=O.[OH-].[K+]. The catalyst is C(O)=O. The product is [CH3:12][N:3]1[C:4]([CH3:10])([CH3:9])[CH2:5][CH:6]([OH:8])[CH2:7][C:2]1([CH3:11])[CH3:1]. The yield is 0.910. (4) The reactants are [CH2:1]([O:3][C:4]([C:6]1([NH:11][C:12]([CH:14]2[CH2:18][CH:17]([O:19][C:20]3[C:29]4[C:24](=[C:25]([CH3:32])[C:26]([O:30][CH3:31])=[CH:27][CH:28]=4)[N:23]=[C:22]([C:33]4[CH:38]=[CH:37][C:36]([O:39][CH3:40])=[CH:35][CH:34]=4)[N:21]=3)[CH2:16][CH:15]2C(O)=O)=[O:13])[CH2:8][CH:7]1[CH:9]=[CH2:10])=[O:5])[CH3:2].C(N(C(C)C)CC)(C)C.CN(C(ON1N=N[C:63]2[CH:64]=[CH:65][CH:66]=N[C:62]1=2)=[N+](C)C)C.F[P-](F)(F)(F)(F)F.[CH3:77][N:78]([CH:80]=[O:81])[CH3:79]. No catalyst specified. The yield is 0.700. The product is [CH2:1]([O:3][C:4]([C:6]1([NH:11][C:12]([CH:14]2[CH2:18][CH:17]([O:19][C:20]3[C:29]4[C:24](=[C:25]([CH3:32])[C:26]([O:30][CH3:31])=[CH:27][CH:28]=4)[N:23]=[C:22]([C:33]4[CH:38]=[CH:37][C:36]([O:39][CH3:40])=[CH:35][CH:34]=4)[N:21]=3)[CH2:16][CH:15]2[C:80](=[O:81])[N:78]([CH2:79][CH2:66][CH2:65][CH2:64][CH:63]=[CH2:62])[CH3:77])=[O:13])[CH2:8][CH:7]1[CH:9]=[CH2:10])=[O:5])[CH3:2].